This data is from NCI-60 drug combinations with 297,098 pairs across 59 cell lines. The task is: Regression. Given two drug SMILES strings and cell line genomic features, predict the synergy score measuring deviation from expected non-interaction effect. Synergy scores: CSS=56.0, Synergy_ZIP=16.6, Synergy_Bliss=20.5, Synergy_Loewe=17.5, Synergy_HSA=19.2. Drug 2: COC1=C(C=C2C(=C1)N=CN=C2NC3=CC(=C(C=C3)F)Cl)OCCCN4CCOCC4. Drug 1: CC12CCC(CC1=CCC3C2CCC4(C3CC=C4C5=CN=CC=C5)C)O. Cell line: SK-MEL-28.